From a dataset of Reaction yield outcomes from USPTO patents with 853,638 reactions. Predict the reaction yield, written as a fraction of the theoretical maximum amount of product (1.0 means a 100% yield; for example, 0.34 means a 34% yield). (1) The reactants are [C:1]([OH:6])(=[O:5])[C:2]([CH3:4])=[CH2:3].[C:7]([O:12][CH2:13][CH2:14][CH2:15][CH3:16])(=[O:11])[C:8]([CH3:10])=[CH2:9].C(O)(C)C.CC(N=NC(C#N)(C)C)(C#N)C. The catalyst is CC(C)=O. The product is [C:7]([O:12][CH2:13][CH2:14][CH2:15][CH3:16])(=[O:11])[C:8]([CH3:10])=[CH2:9].[C:1]([OH:6])(=[O:5])[C:2]([CH3:4])=[CH2:3]. The yield is 0.470. (2) The reactants are [F-].C([N+](CCCC)(CCCC)CCCC)CCC.CC([Si](C)(C)[O:24][CH2:25][CH2:26][CH:27]([CH:35]([O:45][CH2:46][C:47]1[CH:52]=[CH:51][C:50]([O:53][CH3:54])=[CH:49][CH:48]=1)[CH2:36][CH2:37][C:38]1[CH:43]=[CH:42][C:41]([I:44])=[CH:40][CH:39]=1)[C:28]([O:30][C:31]([CH3:34])([CH3:33])[CH3:32])=[O:29])(C)C. The catalyst is O1CCCC1. The product is [OH:24][CH2:25][CH2:26][CH:27]([CH:35]([O:45][CH2:46][C:47]1[CH:52]=[CH:51][C:50]([O:53][CH3:54])=[CH:49][CH:48]=1)[CH2:36][CH2:37][C:38]1[CH:39]=[CH:40][C:41]([I:44])=[CH:42][CH:43]=1)[C:28]([O:30][C:31]([CH3:32])([CH3:34])[CH3:33])=[O:29]. The yield is 0.840.